Predict the reaction yield, written as a fraction of the theoretical maximum amount of product (1.0 means a 100% yield; for example, 0.34 means a 34% yield). From a dataset of Reaction yield outcomes from USPTO patents with 853,638 reactions. (1) The reactants are [NH2:1][CH2:2][C:3]([NH2:5])=[O:4].C[Al](C)C.[Cl:10][C:11]1[CH:21]=[C:20](/[CH:22]=[CH:23]/[CH:24]([C:29]2[CH:34]=[C:33]([Cl:35])[C:32]([Cl:36])=[C:31]([Cl:37])[CH:30]=2)[C:25]([F:28])([F:27])[F:26])[CH:19]=[CH:18][C:12]=1[C:13](OCC)=[O:14]. The catalyst is C(Cl)Cl. The product is [Cl:10][C:11]1[CH:21]=[C:20](/[CH:22]=[CH:23]/[CH:24]([C:29]2[CH:30]=[C:31]([Cl:37])[C:32]([Cl:36])=[C:33]([Cl:35])[CH:34]=2)[C:25]([F:26])([F:27])[F:28])[CH:19]=[CH:18][C:12]=1[C:13]([NH:1][CH2:2][C:3](=[O:4])[NH:5][CH2:24][C:25]([F:28])([F:27])[F:26])=[O:14]. The yield is 0.500. (2) The reactants are [Br:1][C:2]1[CH:18]=[CH:17][C:5]([C:6]([C@@H:8]2[CH2:13][CH2:12][CH2:11][CH2:10][C@H:9]2[C:14]([OH:16])=[O:15])=[O:7])=[CH:4][CH:3]=1.[CH3:19][Si:20]([CH3:25])([CH3:24])[CH2:21][CH2:22]O.CCN=C=NCCCN(C)C.O. The catalyst is C(Cl)Cl. The product is [Br:1][C:2]1[CH:3]=[CH:4][C:5]([C:6]([C@@H:8]2[CH2:13][CH2:12][CH2:11][CH2:10][C@H:9]2[C:14]([O:16][CH2:22][CH2:21][Si:20]([CH3:25])([CH3:24])[CH3:19])=[O:15])=[O:7])=[CH:17][CH:18]=1. The yield is 0.370.